Dataset: Forward reaction prediction with 1.9M reactions from USPTO patents (1976-2016). Task: Predict the product of the given reaction. (1) Given the reactants N1C2C=CC=CC=2N=C1C1[CH2:15][CH2:14][N:13]([CH2:16][CH2:17][CH:18]2[O:22][C:21](=[O:23])[C:20]([CH2:26][CH3:27])([CH2:24][CH3:25])[CH2:19]2)[CH2:12][CH2:11]1.[N:28]1([C:33]2[CH:38]=[CH:37][CH:36]=[CH:35][C:34]=2[N:39]2CCNCC2)[CH:32]=[CH:31][CH:30]=[CH:29]1.N1(C2C=CC=CC=2C#N)CCNCC1.CC1C=CC(S(OCCC2CC3(CCCC3)C(=O)O2)(=O)=O)=CC=1.CC1C=CC(S(OCCC2CC(CC)(CC)C(=O)O2)(=O)=O)=CC=1, predict the reaction product. The product is: [N:28]1([C:33]2[CH:38]=[CH:37][CH:36]=[CH:35][C:34]=2[N:39]2[CH2:11][CH2:12][N:13]([CH2:16][CH2:17][CH:18]3[CH2:19][C:20]4([CH2:24][CH2:25][CH2:27][CH2:26]4)[C:21](=[O:23])[O:22]3)[CH2:14][CH2:15]2)[CH:29]=[CH:30][CH:31]=[CH:32]1. (2) Given the reactants [Cl:1][C:2]1[CH:7]=[C:6](I)[CH:5]=[CH:4][C:3]=1[NH:9][S:10]([CH3:13])(=[O:12])=[O:11].[CH3:14][N:15](C)C=O, predict the reaction product. The product is: [Cl:1][C:2]1[CH:7]=[C:6]([C:14]#[N:15])[CH:5]=[CH:4][C:3]=1[NH:9][S:10]([CH3:13])(=[O:12])=[O:11]. (3) The product is: [CH3:3][N:4]([CH3:19])[C:5]1[CH:6]=[CH:7][C:8]2[N:9]([CH:11]=[C:12]([C:14]([OH:16])=[O:15])[N:13]=2)[CH:10]=1. Given the reactants [OH-].[Li+].[CH3:3][N:4]([CH3:19])[C:5]1[CH:6]=[CH:7][C:8]2[N:9]([CH:11]=[C:12]([C:14]([O:16]CC)=[O:15])[N:13]=2)[CH:10]=1.Cl, predict the reaction product. (4) Given the reactants O.Cl.[NH:3]1[CH2:8][CH2:7][C:6](=[O:9])[CH2:5][CH2:4]1.Br[CH2:11][CH2:12][P:13](=[O:20])([O:17][CH2:18][CH3:19])[O:14][CH2:15][CH3:16].P(=O)([O-])[O-], predict the reaction product. The product is: [O:9]=[C:6]1[CH2:7][CH2:8][N:3]([CH2:11][CH2:12][P:13](=[O:20])([O:17][CH2:18][CH3:19])[O:14][CH2:15][CH3:16])[CH2:4][CH2:5]1. (5) Given the reactants [CH:1]1([C:6](=[O:10])[CH2:7][C:8]#[N:9])[CH2:5][CH2:4][CH2:3][CH2:2]1.[CH2:11](O)[CH2:12][OH:13].Cl[Si](C)(C)C, predict the reaction product. The product is: [CH:1]1([C:6]2([CH2:7][C:8]#[N:9])[O:13][CH2:12][CH2:11][O:10]2)[CH2:5][CH2:4][CH2:3][CH2:2]1. (6) Given the reactants Cl.[N:2]1[N:3]=[CH:4][N:5]2[CH:10]=[CH:9][N:8]=[C:7]([N:11]3[CH2:15][CH2:14][C@H:13]([NH2:16])[CH2:12]3)[C:6]=12.[C:17]1([N:23]2[CH:27]=[N:26][C:25]([C:28](O)=[O:29])=[N:24]2)[CH:22]=[CH:21][CH:20]=[CH:19][CH:18]=1.C(N(CC)C(C)C)C.CN(C(ON1N=NC2C=CC=NC1=2)=[N+](C)C)C.F[P-](F)(F)(F)(F)F, predict the reaction product. The product is: [N:2]1[N:3]=[CH:4][N:5]2[CH:10]=[CH:9][N:8]=[C:7]([N:11]3[CH2:15][CH2:14][C@H:13]([NH:16][C:28]([C:25]4[N:26]=[CH:27][N:23]([C:17]5[CH:18]=[CH:19][CH:20]=[CH:21][CH:22]=5)[N:24]=4)=[O:29])[CH2:12]3)[C:6]=12. (7) Given the reactants [CH3:1][C:2]1([CH3:15])[CH2:13][C:12](=[O:14])[C:5]2[C:6]([C:9]([OH:11])=O)=[CH:7][O:8][C:4]=2[CH2:3]1.C(N(CC)CC)C.ClC(OCC)=O.[NH2:29][C:30]1[N:35]=[CH:34][C:33]([N:36]2[CH2:41][CH2:40][N:39]([C:42]([O:44][C:45]([CH3:48])([CH3:47])[CH3:46])=[O:43])[CH2:38][CH2:37]2)=[CH:32][CH:31]=1, predict the reaction product. The product is: [CH3:15][C:2]1([CH3:1])[CH2:13][C:12](=[O:14])[C:5]2[C:6]([C:9]([NH:29][C:30]3[N:35]=[CH:34][C:33]([N:36]4[CH2:41][CH2:40][N:39]([C:42]([O:44][C:45]([CH3:48])([CH3:47])[CH3:46])=[O:43])[CH2:38][CH2:37]4)=[CH:32][CH:31]=3)=[O:11])=[CH:7][O:8][C:4]=2[CH2:3]1.